Dataset: Forward reaction prediction with 1.9M reactions from USPTO patents (1976-2016). Task: Predict the product of the given reaction. (1) Given the reactants [CH3:1][O:2][CH2:3][CH2:4][NH:5][C:6]1[N:11]=[CH:10][C:9]([CH:12]([CH3:16])[C:13]([OH:15])=O)=[CH:8][CH:7]=1.CCN(C(C)C)C(C)C.ON1C2C=CC=CC=2N=N1.CN(C(ON1N=NC2C=CC=CC1=2)=[N+](C)C)C.[B-](F)(F)(F)F.[CH3:58][CH:59]1[CH2:64][CH2:63][N:62]([C:65]2[C:70]([CH2:71][NH2:72])=[CH:69][CH:68]=[C:67]([C:73]([F:76])([F:75])[F:74])[N:66]=2)[CH2:61][CH2:60]1, predict the reaction product. The product is: [CH3:1][O:2][CH2:3][CH2:4][NH:5][C:6]1[N:11]=[CH:10][C:9]([CH:12]([CH3:16])[C:13]([NH:72][CH2:71][C:70]2[C:65]([N:62]3[CH2:63][CH2:64][CH:59]([CH3:58])[CH2:60][CH2:61]3)=[N:66][C:67]([C:73]([F:76])([F:74])[F:75])=[CH:68][CH:69]=2)=[O:15])=[CH:8][CH:7]=1. (2) Given the reactants [Mg].[F:2][C:3]1[CH:10]=[CH:9][CH:8]=[CH:7][C:4]=1[CH2:5]Cl.[CH3:11][N:12]([CH3:25])[C:13]1(C#N)[CH2:22][CH2:21][C:16]2([O:20][CH2:19][CH2:18][O:17]2)[CH2:15][CH2:14]1.[Cl-].[NH4+], predict the reaction product. The product is: [F:2][C:3]1[CH:10]=[CH:9][CH:8]=[CH:7][C:4]=1[CH2:5][C:13]1([N:12]([CH3:25])[CH3:11])[CH2:22][CH2:21][C:16]2([O:20][CH2:19][CH2:18][O:17]2)[CH2:15][CH2:14]1. (3) Given the reactants [CH2:1]([O:3][C:4]1[CH:9]=[CH:8][C:7]([C:10]([NH:12][NH2:13])=[O:11])=[CH:6][CH:5]=1)[CH3:2].[N-:14]=[C:15]=[S:16].[Br:17][C:18]1[CH:23]=[CH:22][CH:21]=[CH:20][C:19]=1[Cl:24], predict the reaction product. The product is: [Br:17][C:18]1[CH:23]=[CH:22][C:21]([NH:14][C:15]([NH:13][NH:12][C:10]([C:7]2[CH:8]=[CH:9][C:4]([O:3][CH2:1][CH3:2])=[CH:5][CH:6]=2)=[O:11])=[S:16])=[CH:20][C:19]=1[Cl:24].